From a dataset of Peptide-MHC class I binding affinity with 185,985 pairs from IEDB/IMGT. Regression. Given a peptide amino acid sequence and an MHC pseudo amino acid sequence, predict their binding affinity value. This is MHC class I binding data. (1) The peptide sequence is TYLQSLASL. The MHC is HLA-C04:01 with pseudo-sequence HLA-C04:01. The binding affinity (normalized) is 0.213. (2) The peptide sequence is CNSTSTWVTY. The MHC is HLA-A30:02 with pseudo-sequence HLA-A30:02. The binding affinity (normalized) is 0.457. (3) The peptide sequence is SALCTSDVA. The binding affinity (normalized) is 0.0686. The MHC is H-2-Kb with pseudo-sequence H-2-Kb. (4) The peptide sequence is AHSKAETEA. The MHC is HLA-B07:02 with pseudo-sequence HLA-B07:02. The binding affinity (normalized) is 0.0847. (5) The peptide sequence is GSKYRGLPK. The MHC is HLA-A26:01 with pseudo-sequence HLA-A26:01. The binding affinity (normalized) is 0.0847.